This data is from Catalyst prediction with 721,799 reactions and 888 catalyst types from USPTO. The task is: Predict which catalyst facilitates the given reaction. Reactant: [CH3:1][C:2]1[S:6][C:5]([NH:7][C:8]2[CH:13]=[CH:12][CH:11]=[CH:10][C:9]=2[N+:14]([O-])=O)=[C:4]([C:17]#[N:18])[CH:3]=1. Product: [NH2:14][C:9]1[CH:10]=[CH:11][CH:12]=[CH:13][C:8]=1[NH:7][C:5]1[S:6][C:2]([CH3:1])=[CH:3][C:4]=1[C:17]#[N:18]. The catalyst class is: 78.